This data is from Peptide-MHC class II binding affinity with 134,281 pairs from IEDB. The task is: Regression. Given a peptide amino acid sequence and an MHC pseudo amino acid sequence, predict their binding affinity value. This is MHC class II binding data. (1) The peptide sequence is GYVSLQEFVDLNNKG. The MHC is HLA-DQA10102-DQB10602 with pseudo-sequence HLA-DQA10102-DQB10602. The binding affinity (normalized) is 0.185. (2) The peptide sequence is VLEWRFDSRLAFHHV. The MHC is HLA-DQA10103-DQB10603 with pseudo-sequence HLA-DQA10103-DQB10603. The binding affinity (normalized) is 0.397. (3) The binding affinity (normalized) is 0.468. The peptide sequence is NPVKAFQFLVDLILF. The MHC is HLA-DPA10103-DPB10401 with pseudo-sequence HLA-DPA10103-DPB10401. (4) The peptide sequence is FLQRSVSTVCSRISR. The MHC is DRB4_0103 with pseudo-sequence DRB4_0103. The binding affinity (normalized) is 0.646. (5) The peptide sequence is AAFSRMLSLFFRQHI. The MHC is HLA-DQA10301-DQB10302 with pseudo-sequence HLA-DQA10301-DQB10302. The binding affinity (normalized) is 0. (6) The peptide sequence is GERQIVDKIDAAFKI. The MHC is DRB3_0101 with pseudo-sequence DRB3_0101. The binding affinity (normalized) is 0.621.